From a dataset of Peptide-MHC class I binding affinity with 185,985 pairs from IEDB/IMGT. Regression. Given a peptide amino acid sequence and an MHC pseudo amino acid sequence, predict their binding affinity value. This is MHC class I binding data. The peptide sequence is IRQAGVQY. The MHC is HLA-B53:01 with pseudo-sequence HLA-B53:01. The binding affinity (normalized) is 0.